The task is: Predict the reactants needed to synthesize the given product.. This data is from Full USPTO retrosynthesis dataset with 1.9M reactions from patents (1976-2016). (1) Given the product [C:1]([O:5][C:6]([N:8]1[CH:13]2[CH2:14][CH2:15][CH:9]1[CH:10]=[C:11]([C:38]([OH:33])=[O:42])[CH2:12]2)=[O:7])([CH3:4])([CH3:3])[CH3:2], predict the reactants needed to synthesize it. The reactants are: [C:1]([O:5][C:6]([N:8]1[CH:13]2[CH2:14][CH2:15][CH:9]1[CH:10]=[C:11](OS(C(F)(F)F)(=O)=O)[CH2:12]2)=[O:7])([CH3:4])([CH3:3])[CH3:2].C(N(C(C)C)CC)(C)C.[O:33]1[CH2:38]COCC1.ClCCl.[OH2:42]. (2) The reactants are: Br[C:2]1[N:7]=[C:6]([NH:8][C:9]2N=[C:13]([C:15]([F:18])([F:17])[F:16])[CH:12]=[CH:11][N:10]=2)[CH:5]=[CH:4][CH:3]=1.[NH:19]1[CH:23]=[C:22]([CH2:24][CH2:25][C:26]([O:28]CC)=[O:27])[CH:21]=[N:20]1.[O-]P([O-])([O-])=O.[K+].[K+].[K+].[CH3:39]S(C)=O. Given the product [F:18][C:15]([F:16])([F:17])[C:13]1[CH:12]=[CH:11][N:10]=[C:9]([NH:8][C:6]2[N:7]=[C:2]([N:20]3[CH:21]=[C:22]([CH2:24][CH2:25][C:26]([OH:28])=[O:27])[CH:23]=[N:19]3)[CH:3]=[CH:4][CH:5]=2)[CH:39]=1, predict the reactants needed to synthesize it. (3) The reactants are: N(OC(C)(C)C)=O.[CH3:8][C:9]1[CH:18]=[CH:17][C:12]2[N:13]=[C:14](N)[S:15][C:11]=2[CH:10]=1.[ClH:19]. Given the product [Cl:19][C:14]1[S:15][C:11]2[CH:10]=[C:9]([CH3:8])[CH:18]=[CH:17][C:12]=2[N:13]=1, predict the reactants needed to synthesize it. (4) Given the product [CH:3]1([NH:6][C:7]([C:9]2[S:20][C:12]3=[N:13][C:14]([O:19][CH2:24][CH3:25])=[C:15]([Cl:18])[C:16]([CH3:17])=[C:11]3[C:10]=2[NH2:21])=[O:8])[CH2:5][CH2:4]1, predict the reactants needed to synthesize it. The reactants are: [H-].[Na+].[CH:3]1([NH:6][C:7]([C:9]2[S:20][C:12]3=[N:13][C:14]([OH:19])=[C:15]([Cl:18])[C:16]([CH3:17])=[C:11]3[C:10]=2[NH2:21])=[O:8])[CH2:5][CH2:4]1.[Br-].[Li+].[CH2:24](I)[CH3:25]. (5) Given the product [F:10][C:11]([F:19])([F:20])[C:12]1[CH:13]=[CH:14][C:15]([NH:16][C:2]2[S:3][C:4]([C:7](=[O:9])[CH3:8])=[CH:5][N:6]=2)=[CH:17][CH:18]=1, predict the reactants needed to synthesize it. The reactants are: Cl[C:2]1[S:3][C:4]([C:7](=[O:9])[CH3:8])=[CH:5][N:6]=1.[F:10][C:11]([F:20])([F:19])[C:12]1[CH:18]=[CH:17][C:15]([NH2:16])=[CH:14][CH:13]=1.C(O)CCC.Cl. (6) Given the product [CH3:12][O:11][C:9]1[C:8]([NH:13][C:14]([C:16]2[O:17][C:18]([O:21][C:22]3[CH:27]=[C:26]([Si:28]([CH3:31])([CH3:30])[CH3:29])[CH:25]=[CH:24][C:23]=3[CH3:32])=[CH:19][CH:20]=2)=[O:15])=[C:7]([O:33][CH3:34])[N:6]=[C:5]([N:4]2[CH2:3][CH2:2][NH:1][C:42]2=[O:43])[N:10]=1, predict the reactants needed to synthesize it. The reactants are: [NH2:1][CH2:2][CH2:3][NH:4][C:5]1[N:10]=[C:9]([O:11][CH3:12])[C:8]([NH:13][C:14]([C:16]2[O:17][C:18]([O:21][C:22]3[CH:27]=[C:26]([Si:28]([CH3:31])([CH3:30])[CH3:29])[CH:25]=[CH:24][C:23]=3[CH3:32])=[CH:19][CH:20]=2)=[O:15])=[C:7]([O:33][CH3:34])[N:6]=1.C(N(CC)CC)C.[C:42](N1C=CN=C1)(N1C=CN=C1)=[O:43].[Cl-].CO[NH3+].